From a dataset of Peptide-MHC class II binding affinity with 134,281 pairs from IEDB. Regression. Given a peptide amino acid sequence and an MHC pseudo amino acid sequence, predict their binding affinity value. This is MHC class II binding data. (1) The peptide sequence is EFIPMKSSWGAIWRI. The MHC is DRB1_1501 with pseudo-sequence DRB1_1501. The binding affinity (normalized) is 0.490. (2) The peptide sequence is EEREVLMWKFDSALARKH. The MHC is DRB5_0101 with pseudo-sequence DRB5_0101. The binding affinity (normalized) is 0.413. (3) The peptide sequence is QYQKANSKFIGITE. The MHC is DRB1_0101 with pseudo-sequence DRB1_0101. The binding affinity (normalized) is 0.548. (4) The peptide sequence is LSDISLKLTSGKIAS. The MHC is DRB3_0101 with pseudo-sequence DRB3_0101. The binding affinity (normalized) is 0.199. (5) The peptide sequence is KKLGMLLMTGGVTLVRK. The MHC is DRB1_0901 with pseudo-sequence DRB1_0901. The binding affinity (normalized) is 0.703. (6) The peptide sequence is NMNIKLKMPLYVAGH. The MHC is DRB4_0101 with pseudo-sequence DRB4_0103. The binding affinity (normalized) is 0.536.